The task is: Predict which catalyst facilitates the given reaction.. This data is from Catalyst prediction with 721,799 reactions and 888 catalyst types from USPTO. Product: [Cl:1][C:2]1[CH:3]=[CH:4][C:5]([C:8]2[CH:17]=[N:16][CH:15]=[C:14]3[C:9]=2[CH:10]=[C:11]([C:18]([NH:31][CH2:30][CH2:29][O:28][CH3:27])=[O:20])[CH:12]=[N:13]3)=[CH:6][CH:7]=1. Reactant: [Cl:1][C:2]1[CH:7]=[CH:6][C:5]([C:8]2[CH:17]=[N:16][CH:15]=[C:14]3[C:9]=2[CH:10]=[C:11]([C:18]([OH:20])=O)[CH:12]=[N:13]3)=[CH:4][CH:3]=1.C(Cl)(=O)C(Cl)=O.[CH3:27][O:28][CH2:29][CH2:30][NH2:31].C(N(CC)CC)C. The catalyst class is: 120.